Task: Predict the reaction yield, written as a fraction of the theoretical maximum amount of product (1.0 means a 100% yield; for example, 0.34 means a 34% yield).. Dataset: Reaction yield outcomes from USPTO patents with 853,638 reactions (1) The reactants are FC(F)(F)C(O)=O.[Si:8]([O:25][CH2:26][C:27]1[CH:28]=[C:29]2[C:34](=[CH:35][CH:36]=1)[CH2:33][N:32](C(OC(C)(C)C)=O)[CH2:31][CH2:30]2)([C:21]([CH3:24])([CH3:23])[CH3:22])([C:15]1[CH:20]=[CH:19][CH:18]=[CH:17][CH:16]=1)[C:9]1[CH:14]=[CH:13][CH:12]=[CH:11][CH:10]=1. The catalyst is C(Cl)(Cl)Cl. The product is [Si:8]([O:25][CH2:26][C:27]1[CH:28]=[C:29]2[C:34](=[CH:35][CH:36]=1)[CH2:33][NH:32][CH2:31][CH2:30]2)([C:21]([CH3:23])([CH3:22])[CH3:24])([C:15]1[CH:16]=[CH:17][CH:18]=[CH:19][CH:20]=1)[C:9]1[CH:14]=[CH:13][CH:12]=[CH:11][CH:10]=1. The yield is 0.950. (2) The reactants are Cl[C:2]1[N:7]2[N:8]=[C:9]([NH:11][C:12](=[O:19])[C:13]3[CH:18]=[CH:17][CH:16]=[N:15][CH:14]=3)[N:10]=[C:6]2[CH:5]=[C:4]([C:20]([F:23])([F:22])[F:21])[CH:3]=1.[CH:24]1([NH2:28])[CH2:27][CH2:26][CH2:25]1. No catalyst specified. The product is [CH:24]1([NH:28][C:2]2[N:7]3[N:8]=[C:9]([NH:11][C:12](=[O:19])[C:13]4[CH:18]=[CH:17][CH:16]=[N:15][CH:14]=4)[N:10]=[C:6]3[CH:5]=[C:4]([C:20]([F:23])([F:22])[F:21])[CH:3]=2)[CH2:27][CH2:26][CH2:25]1. The yield is 0.530. (3) The reactants are [F:1][C:2]1[CH:7]=[CH:6][C:5]([NH:8][C:9]([C:11]2([C:14]([NH:16][C:17]3[CH:22]=[CH:21][C:20]([OH:23])=[C:19]([F:24])[CH:18]=3)=[O:15])[CH2:13][CH2:12]2)=[O:10])=[CH:4][CH:3]=1.[CH2:25]([O:32][C:33]1[CH:42]=[C:41]2[C:36]([C:37](OS(C(F)(F)F)(=O)=O)=[CH:38][CH:39]=[N:40]2)=[CH:35][C:34]=1[O:51][CH3:52])[C:26]1[CH:31]=[CH:30][CH:29]=[CH:28][CH:27]=1.N1C(C)=CC=CC=1C. No catalyst specified. The product is [F:1][C:2]1[CH:3]=[CH:4][C:5]([NH:8][C:9]([C:11]2([C:14]([NH:16][C:17]3[CH:22]=[CH:21][C:20]([O:23][C:37]4[C:36]5[C:41](=[CH:42][C:33]([O:32][CH2:25][C:26]6[CH:31]=[CH:30][CH:29]=[CH:28][CH:27]=6)=[C:34]([O:51][CH3:52])[CH:35]=5)[N:40]=[CH:39][CH:38]=4)=[C:19]([F:24])[CH:18]=3)=[O:15])[CH2:13][CH2:12]2)=[O:10])=[CH:6][CH:7]=1. The yield is 0.480. (4) The reactants are Br[C:2]1[C:11]2[C:6](=[CH:7][CH:8]=[CH:9][CH:10]=2)[C:5]([NH:12][C:13](=[O:19])[O:14][C:15]([CH3:18])([CH3:17])[CH3:16])=[CH:4][CH:3]=1.[Li]CCCC.CN([CH:28]=[O:29])C.O. The catalyst is C1COCC1. The product is [CH:28]([C:2]1[C:11]2[C:6](=[CH:7][CH:8]=[CH:9][CH:10]=2)[C:5]([NH:12][C:13](=[O:19])[O:14][C:15]([CH3:18])([CH3:17])[CH3:16])=[CH:4][CH:3]=1)=[O:29]. The yield is 0.870. (5) The reactants are [F:1][C:2]1[CH:7]=[CH:6][CH:5]=[CH:4][C:3]=1[NH:8][C:9](=[O:30])[NH:10][C:11]1[CH:16]=[CH:15][C:14]([CH2:17][C:18]([O:20]CC2C=CC=CC=2)=[O:19])=[CH:13][C:12]=1[O:28][CH3:29].[OH-].[Na+].Cl. The catalyst is C1COCC1. The product is [F:1][C:2]1[CH:7]=[CH:6][CH:5]=[CH:4][C:3]=1[NH:8][C:9](=[O:30])[NH:10][C:11]1[CH:16]=[CH:15][C:14]([CH2:17][C:18]([OH:20])=[O:19])=[CH:13][C:12]=1[O:28][CH3:29]. The yield is 0.660. (6) The product is [OH:13][CH2:12][C:9]1[CH:10]=[N:11][C:5]2[N:4]3[CH2:16][CH2:17][CH2:18][CH2:19][CH:3]3[C:2](=[O:1])[NH:7][C:6]=2[CH:8]=1. The catalyst is O1CCCC1.O.C(OCC)(=O)C. The yield is 0.960. The reactants are [O:1]=[C:2]1[NH:7][C:6]2[CH:8]=[C:9]([C:12](OC)=[O:13])[CH:10]=[N:11][C:5]=2[N:4]2[CH2:16][CH2:17][CH2:18][CH2:19][CH:3]12.[H-].[Na+].[H-].[Al+3].[Li+].[H-].[H-].[H-].CO. (7) The reactants are [F:1][C:2]1[CH:7]=[CH:6][C:5]([C:8]2[C:12](/[CH:13]=[CH:14]/[C:15]3[CH:16]=[C:17]([C:20]([OH:22])=O)[NH:18][N:19]=3)=[C:11]([CH3:23])[O:10][N:9]=2)=[CH:4][CH:3]=1.[F:24][C:25]([F:29])([F:28])[CH2:26][NH2:27]. No catalyst specified. The product is [F:24][C:25]([F:29])([F:28])[CH2:26][NH:27][C:20]([C:17]1[NH:18][N:19]=[C:15](/[CH:14]=[CH:13]/[C:12]2[C:8]([C:5]3[CH:4]=[CH:3][C:2]([F:1])=[CH:7][CH:6]=3)=[N:9][O:10][C:11]=2[CH3:23])[CH:16]=1)=[O:22]. The yield is 0.560.